Task: Regression. Given a peptide amino acid sequence and an MHC pseudo amino acid sequence, predict their binding affinity value. This is MHC class I binding data.. Dataset: Peptide-MHC class I binding affinity with 185,985 pairs from IEDB/IMGT The peptide sequence is CTKLRSSPPI. The MHC is HLA-A02:02 with pseudo-sequence HLA-A02:02. The binding affinity (normalized) is 0.197.